Dataset: Full USPTO retrosynthesis dataset with 1.9M reactions from patents (1976-2016). Task: Predict the reactants needed to synthesize the given product. (1) Given the product [Br:12][C:13]1[CH:14]=[C:15]([CH:16]=[CH:17][CH:18]=1)[CH2:19][N:6]1[C:2]([CH3:1])=[N:3][C:4]([C:7]([O:9][CH2:10][CH3:11])=[O:8])=[N:5]1, predict the reactants needed to synthesize it. The reactants are: [CH3:1][C:2]1[NH:6][N:5]=[C:4]([C:7]([O:9][CH2:10][CH3:11])=[O:8])[N:3]=1.[Br:12][C:13]1[CH:18]=[CH:17][CH:16]=[C:15]([CH2:19]Br)[CH:14]=1.C([O-])([O-])=O.[K+].[K+]. (2) Given the product [CH3:12][O:13][C:14](=[O:19])[C@@H:15]([C:4]1[CH:5]=[CH:6][C:1]([N:7]2[CH2:11][CH2:10][CH2:9][CH2:8]2)=[CH:2][CH:3]=1)[CH2:16][CH:17]=[O:18], predict the reactants needed to synthesize it. The reactants are: [C:1]1([N:7]2[CH2:11][CH2:10][CH2:9][CH2:8]2)[CH:6]=[CH:5][CH:4]=[CH:3][CH:2]=1.[CH3:12][O:13][C:14](=[O:19])[CH:15]=[CH:16][CH:17]=[O:18].C([C@@H]1N[C@H](C(C)(C)C)N(C)C1=O)C1C=CC=CC=1.